Dataset: Retrosynthesis with 50K atom-mapped reactions and 10 reaction types from USPTO. Task: Predict the reactants needed to synthesize the given product. (1) Given the product COc1c(F)c(F)c2[nH]c(=O)c3sccc3c2c1-c1ccc(C(C)N(C)C)cc1, predict the reactants needed to synthesize it. The reactants are: CC(c1ccc(B(O)O)cc1)N(C)C.COc1c(F)c(F)c2[nH]c(=O)c3sccc3c2c1Br. (2) Given the product CCCC(=O)N(Cc1ccc(-n2cc(Cl)cc2C#N)cc1)c1nccc(C)c1[N+](=O)[O-], predict the reactants needed to synthesize it. The reactants are: CCCC(=O)Nc1nccc(C)c1[N+](=O)[O-].N#Cc1cc(Cl)cn1-c1ccc(CBr)cc1. (3) Given the product CC/C(=C1\c2cc3cnn(CC)c3cc2COc2ncccc21)c1cccc([N+](=O)[O-])c1, predict the reactants needed to synthesize it. The reactants are: CC/C(=C1\c2cc3cn[nH]c3cc2COc2ncccc21)c1cccc([N+](=O)[O-])c1.CCI. (4) Given the product O=C(NCc1ccccc1)C1c2ccccc2-c2ccccc21, predict the reactants needed to synthesize it. The reactants are: NCc1ccccc1.O=C(O)C1c2ccccc2-c2ccccc21. (5) The reactants are: CCOC(=O)C(C)(C)c1ccc(-c2ccc(-c3onc(C)c3NC(=O)OC(C)c3ccccc3F)cc2)cc1. Given the product Cc1noc(-c2ccc(-c3ccc(C(C)(C)C(=O)O)cc3)cc2)c1NC(=O)OC(C)c1ccccc1F, predict the reactants needed to synthesize it.